This data is from Full USPTO retrosynthesis dataset with 1.9M reactions from patents (1976-2016). The task is: Predict the reactants needed to synthesize the given product. (1) Given the product [NH2:22][C:15]1[CH:14]=[CH:13][C:12]([C:7]2[NH:8][C:9]3[C:5]([CH:6]=2)=[CH:4][C:3]([O:2][CH3:1])=[CH:11][CH:10]=3)=[C:20]2[C:16]=1[CH2:17][NH:18][C:19]2=[O:21], predict the reactants needed to synthesize it. The reactants are: [CH3:1][O:2][C:3]1[CH:4]=[C:5]2[C:9](=[CH:10][CH:11]=1)[NH:8][C:7]([C:12]1[CH:13]=[CH:14][C:15]([N+:22]([O-])=O)=[C:16]3[C:20]=1[C:19](=[O:21])[NH:18][CH2:17]3)=[CH:6]2. (2) Given the product [CH3:28][O:27][C:25](=[O:26])[C:24]1[CH:29]=[CH:30][C:21]([C:19](=[O:20])[NH:18][C:6]23[C:7](=[O:17])[C:8]4[C:13](=[CH:12][CH:11]=[CH:10][C:9]=4[NH2:14])[C:2]2([OH:1])[O:3][C:4]2[CH:34]=[C:33]([CH:35]([CH3:37])[CH3:36])[CH:32]=[CH:31][C:5]=23)=[CH:22][CH:23]=1, predict the reactants needed to synthesize it. The reactants are: [OH:1][C:2]12[C:13]3[C:8](=[C:9]([N+:14]([O-])=O)[CH:10]=[CH:11][CH:12]=3)[C:7](=[O:17])[C:6]1([NH:18][C:19]([C:21]1[CH:30]=[CH:29][C:24]([C:25]([O:27][CH3:28])=[O:26])=[CH:23][CH:22]=1)=[O:20])[C:5]1[CH:31]=[CH:32][C:33]([CH:35]([CH3:37])[CH3:36])=[CH:34][C:4]=1[O:3]2.O. (3) Given the product [F:23][C:24]1[CH:25]=[C:26]([CH2:30][C:31]([N:3]2[C:11]3[C:6](=[CH:7][C:8]([C:12]4[C:20]5[C:19]([NH2:21])=[N:18][CH:17]=[N:16][C:15]=5[N:14]([CH3:22])[CH:13]=4)=[CH:9][CH:10]=3)[CH2:5][CH2:4]2)=[O:32])[CH:27]=[CH:28][CH:29]=1, predict the reactants needed to synthesize it. The reactants are: Cl.Cl.[NH:3]1[C:11]2[C:6](=[CH:7][C:8]([C:12]3[C:20]4[C:19]([NH2:21])=[N:18][CH:17]=[N:16][C:15]=4[N:14]([CH3:22])[CH:13]=3)=[CH:9][CH:10]=2)[CH2:5][CH2:4]1.[F:23][C:24]1[CH:25]=[C:26]([CH2:30][C:31](O)=[O:32])[CH:27]=[CH:28][CH:29]=1.CN(C(ON1N=NC2C=CC=NC1=2)=[N+](C)C)C.F[P-](F)(F)(F)(F)F.CCN(C(C)C)C(C)C. (4) Given the product [CH3:1][NH:2][CH:8]([C:11]1[C:12]([C:32]([F:34])([F:35])[F:33])=[N:13][N:14]([CH2:16][C:17]([NH:19][C:20]2[S:24][C:23]3[CH2:25][CH2:26][CH2:27][CH2:28][C:22]=3[C:21]=2[C:29]([NH2:31])=[O:30])=[O:18])[CH:15]=1)[CH3:9], predict the reactants needed to synthesize it. The reactants are: [CH3:1][NH2:2].C1COCC1.[C:8]([C:11]1[C:12]([C:32]([F:35])([F:34])[F:33])=[N:13][N:14]([CH2:16][C:17]([NH:19][C:20]2[S:24][C:23]3[CH2:25][CH2:26][CH2:27][CH2:28][C:22]=3[C:21]=2[C:29]([NH2:31])=[O:30])=[O:18])[CH:15]=1)(=O)[CH3:9].[Na]. (5) The reactants are: [CH3:1][C:2]1[CH:7]=[CH:6][C:5]([CH3:8])=[CH:4][C:3]=1[OH:9].[Br-:10].[Br-].[Br-].C([N+](CCCC)(CCCC)CCCC)CCC.C([N+](CCCC)(CCCC)CCCC)CCC.C([N+](CCCC)(CCCC)CCCC)CCC. Given the product [CH3:1][C:2]1[CH:7]=[C:6]([Br:10])[C:5]([CH3:8])=[CH:4][C:3]=1[OH:9], predict the reactants needed to synthesize it. (6) Given the product [Cl:11][C:8]1[CH:7]=[C:3]2[C:2](=[CH:10][CH:9]=1)[N:1]=[C:4]([C:3]1[CH:7]=[CH:8][CH:9]=[CH:10][C:2]=1[Cl:12])[N:6]=[C:4]2[N:16]1[CH2:17][CH2:18][N:13]([C:19]([O:21][CH2:22][CH3:23])=[O:20])[CH2:14][CH2:15]1, predict the reactants needed to synthesize it. The reactants are: [NH2:1][C:2]1[CH:10]=[CH:9][C:8]([Cl:11])=[CH:7][C:3]=1[C:4]([NH2:6])=O.[Cl-:12].[N:13]1([C:19]([O:21][CH2:22][CH3:23])=[O:20])[CH2:18][CH2:17][NH:16][CH2:15][CH2:14]1.